Predict the reactants needed to synthesize the given product. From a dataset of Full USPTO retrosynthesis dataset with 1.9M reactions from patents (1976-2016). (1) Given the product [Cl:1][C:2]1[C:10]([Cl:11])=[CH:9][CH:8]=[CH:7][C:3]=1[C:4]([NH:22][CH2:21][CH:20]([C:17]1[CH:18]=[N:19][C:14]([CH:13]([F:28])[F:12])=[N:15][CH:16]=1)[CH2:23][C:24]1([F:27])[CH2:26][CH2:25]1)=[O:6], predict the reactants needed to synthesize it. The reactants are: [Cl:1][C:2]1[C:10]([Cl:11])=[CH:9][CH:8]=[CH:7][C:3]=1[C:4]([OH:6])=O.[F:12][CH:13]([F:28])[C:14]1[N:19]=[CH:18][C:17]([CH:20]([CH2:23][C:24]2([F:27])[CH2:26][CH2:25]2)[CH2:21][NH2:22])=[CH:16][N:15]=1. (2) The reactants are: [Cl:1][C:2]1[CH:7]=[CH:6][C:5]([C@H:8]([C@@H:12]([CH3:17])[C:13]([F:16])([F:15])[F:14])[C:9]([OH:11])=O)=[CH:4][CH:3]=1.ClC(N(C)C)=C(C)C.N1C=CC=CC=1.[NH2:32][C:33]1[CH:34]=[C:35]([CH:40]([CH:49]2[CH2:51][CH2:50]2)[CH2:41][C:42]([O:44][C:45]([CH3:48])([CH3:47])[CH3:46])=[O:43])[CH:36]=[CH:37][C:38]=1[Cl:39]. Given the product [Cl:39][C:38]1[CH:37]=[CH:36][C:35]([CH:40]([CH:49]2[CH2:51][CH2:50]2)[CH2:41][C:42]([O:44][C:45]([CH3:48])([CH3:46])[CH3:47])=[O:43])=[CH:34][C:33]=1[NH:32][C:9](=[O:11])[C@H:8]([C:5]1[CH:4]=[CH:3][C:2]([Cl:1])=[CH:7][CH:6]=1)[C@@H:12]([CH3:17])[C:13]([F:16])([F:15])[F:14], predict the reactants needed to synthesize it. (3) The reactants are: [C:1]1([NH:7][CH2:8][CH2:9][OH:10])[CH:6]=[CH:5][CH:4]=[CH:3][CH:2]=1.N1C=CN=C1.[CH3:16][C:17]([Si:20](Cl)([CH3:22])[CH3:21])([CH3:19])[CH3:18]. Given the product [Si:20]([O:10][CH2:9][CH2:8][NH:7][C:1]1[CH:6]=[CH:5][CH:4]=[CH:3][CH:2]=1)([C:17]([CH3:19])([CH3:18])[CH3:16])([CH3:22])[CH3:21], predict the reactants needed to synthesize it. (4) Given the product [F:1][C:2]1[CH:3]=[C:4]([C:5](=[O:6])/[CH:10]=[CH:11]/[C:13]2[CH:18]=[CH:17][CH:16]=[C:15]([F:19])[CH:14]=2)[CH:7]=[CH:8][CH:9]=1, predict the reactants needed to synthesize it. The reactants are: [F:1][C:2]1[CH:3]=[C:4]([CH:7]=[CH:8][CH:9]=1)[CH:5]=[O:6].[CH3:10][C:11]([C:13]1[CH:18]=[CH:17][CH:16]=[C:15]([F:19])[CH:14]=1)=O.[OH-].[K+].C(O)C. (5) Given the product [Br:16][C:17]1[C:18]([O:13][CH:10]2[CH2:11][CH2:12][N:8]([C:1]([O:3][C:4]([CH3:7])([CH3:6])[CH3:5])=[O:2])[CH2:9]2)=[N:19][C:20]([Cl:23])=[N:21][CH:22]=1, predict the reactants needed to synthesize it. The reactants are: [C:1]([N:8]1[CH2:12][CH2:11][CH:10]([OH:13])[CH2:9]1)([O:3][C:4]([CH3:7])([CH3:6])[CH3:5])=[O:2].[H-].[Na+].[Br:16][C:17]1[C:18](Cl)=[N:19][C:20]([Cl:23])=[N:21][CH:22]=1. (6) Given the product [Cl:1][C:2]1[CH:3]=[C:4]([C:17]2[CH:25]=[CH:24][C:20]([C:21]([NH:33][S:30](=[O:32])(=[O:31])[NH:29][CH3:28])=[O:22])=[CH:19][C:18]=2[O:26][CH3:27])[CH:5]=[N:6][C:7]=1[O:8][C:9]1[CH:14]=[C:13]([Cl:15])[CH:12]=[C:11]([Cl:16])[CH:10]=1, predict the reactants needed to synthesize it. The reactants are: [Cl:1][C:2]1[CH:3]=[C:4]([C:17]2[CH:25]=[CH:24][C:20]([C:21](O)=[O:22])=[CH:19][C:18]=2[O:26][CH3:27])[CH:5]=[N:6][C:7]=1[O:8][C:9]1[CH:14]=[C:13]([Cl:15])[CH:12]=[C:11]([Cl:16])[CH:10]=1.[CH3:28][NH:29][S:30]([NH2:33])(=[O:32])=[O:31].CCN=C=NCCCN(C)C.Cl. (7) Given the product [ClH:41].[ClH:41].[Br:8][C:9]1[C:10]([N:27]2[CH2:28][CH2:29][NH:30][CH2:31][CH2:32]2)=[C:11]2[CH:17]=[N:16][NH:15][C:12]2=[N:13][CH:14]=1, predict the reactants needed to synthesize it. The reactants are: C(O)(C(F)(F)F)=O.[Br:8][C:9]1[C:10]([N:27]2[CH2:32][CH2:31][N:30](C(OC(C)(C)C)=O)[CH2:29][CH2:28]2)=[C:11]2[CH:17]=[N:16][N:15](CC3C=CC(OC)=CC=3)[C:12]2=[N:13][CH:14]=1.C(Cl)[Cl:41].